Dataset: NCI-60 drug combinations with 297,098 pairs across 59 cell lines. Task: Regression. Given two drug SMILES strings and cell line genomic features, predict the synergy score measuring deviation from expected non-interaction effect. (1) Drug 1: CCC(=C(C1=CC=CC=C1)C2=CC=C(C=C2)OCCN(C)C)C3=CC=CC=C3.C(C(=O)O)C(CC(=O)O)(C(=O)O)O. Drug 2: CCC1(C2=C(COC1=O)C(=O)N3CC4=CC5=C(C=CC(=C5CN(C)C)O)N=C4C3=C2)O.Cl. Cell line: KM12. Synergy scores: CSS=44.7, Synergy_ZIP=-2.63, Synergy_Bliss=4.01, Synergy_Loewe=-4.18, Synergy_HSA=3.02. (2) Drug 1: CC1C(C(CC(O1)OC2CC(CC3=C2C(=C4C(=C3O)C(=O)C5=C(C4=O)C(=CC=C5)OC)O)(C(=O)C)O)N)O.Cl. Drug 2: C1=CN(C(=O)N=C1N)C2C(C(C(O2)CO)O)O.Cl. Cell line: LOX IMVI. Synergy scores: CSS=40.6, Synergy_ZIP=0.139, Synergy_Bliss=4.19, Synergy_Loewe=5.60, Synergy_HSA=8.43. (3) Drug 1: C1CN1C2=NC(=NC(=N2)N3CC3)N4CC4. Drug 2: CN(C)N=NC1=C(NC=N1)C(=O)N. Cell line: HCT-15. Synergy scores: CSS=37.1, Synergy_ZIP=-7.09, Synergy_Bliss=-6.77, Synergy_Loewe=-16.9, Synergy_HSA=-3.28. (4) Cell line: OVCAR-4. Synergy scores: CSS=47.5, Synergy_ZIP=14.0, Synergy_Bliss=16.2, Synergy_Loewe=-21.5, Synergy_HSA=17.5. Drug 1: CC1=C2C(C(=O)C3(C(CC4C(C3C(C(C2(C)C)(CC1OC(=O)C(C(C5=CC=CC=C5)NC(=O)OC(C)(C)C)O)O)OC(=O)C6=CC=CC=C6)(CO4)OC(=O)C)OC)C)OC. Drug 2: COCCOC1=C(C=C2C(=C1)C(=NC=N2)NC3=CC=CC(=C3)C#C)OCCOC.Cl. (5) Drug 1: CNC(=O)C1=CC=CC=C1SC2=CC3=C(C=C2)C(=NN3)C=CC4=CC=CC=N4. Drug 2: CC1=CC2C(CCC3(C2CCC3(C(=O)C)OC(=O)C)C)C4(C1=CC(=O)CC4)C. Cell line: SW-620. Synergy scores: CSS=0.614, Synergy_ZIP=0.549, Synergy_Bliss=1.34, Synergy_Loewe=-6.70, Synergy_HSA=-2.87.